This data is from Catalyst prediction with 721,799 reactions and 888 catalyst types from USPTO. The task is: Predict which catalyst facilitates the given reaction. Reactant: [C:1]1([C@@H:7]2[NH:12][CH2:11][CH2:10][N:9]([C:13]([O:15][C:16]([CH3:19])([CH3:18])[CH3:17])=[O:14])[CH2:8]2)[CH:6]=[CH:5][CH:4]=[CH:3][CH:2]=1.[H-].[Na+].[CH3:22][O:23][CH2:24][CH2:25]Br.O. Product: [CH3:22][O:23][CH2:24][CH2:25][N:12]1[CH2:11][CH2:10][N:9]([C:13]([O:15][C:16]([CH3:19])([CH3:18])[CH3:17])=[O:14])[CH2:8][C@@H:7]1[C:1]1[CH:2]=[CH:3][CH:4]=[CH:5][CH:6]=1. The catalyst class is: 39.